From a dataset of Reaction yield outcomes from USPTO patents with 853,638 reactions. Predict the reaction yield, written as a fraction of the theoretical maximum amount of product (1.0 means a 100% yield; for example, 0.34 means a 34% yield). (1) The reactants are Cl.Cl.[CH3:3][C:4]1[N:8]([CH:9]2[CH2:15][CH:14]3[N:16]([CH2:17][CH2:18][C:19]4([C:25]5[CH:30]=[CH:29][CH:28]=[CH:27][CH:26]=5)[CH2:24][CH2:23][NH:22][CH2:21][CH2:20]4)[CH:11]([CH2:12][CH2:13]3)[CH2:10]2)[C:7]2[CH:31]=[CH:32][CH:33]=[CH:34][C:6]=2[N:5]=1.C(N(CC)CC)C.[C:42](Cl)(=[O:49])[C:43]1[CH:48]=[CH:47][CH:46]=[CH:45][CH:44]=1. The catalyst is ClCCl. The product is [C:42]([N:22]1[CH2:21][CH2:20][C:19]([CH2:18][CH2:17][N:16]2[C@H:14]3[CH2:13][CH2:12][C@@H:11]2[CH2:10][CH:9]([N:8]2[C:7]4[CH:31]=[CH:32][CH:33]=[CH:34][C:6]=4[N:5]=[C:4]2[CH3:3])[CH2:15]3)([C:25]2[CH:30]=[CH:29][CH:28]=[CH:27][CH:26]=2)[CH2:24][CH2:23]1)(=[O:49])[C:43]1[CH:48]=[CH:47][CH:46]=[CH:45][CH:44]=1. The yield is 0.930. (2) The reactants are C[O:2][C:3](=O)[CH2:4][N:5]([CH2:10][CH2:11][C:12]1[CH:17]=[CH:16][C:15]([O:18][CH2:19][C:20]2[CH:25]=[CH:24][CH:23]=[C:22]([F:26])[CH:21]=2)=[C:14]([O:27][CH3:28])[CH:13]=1)[CH2:6][CH:7]1[CH2:9][CH2:8]1.[CH2:30]([NH2:32])[CH3:31].C[Al](C)C.CO. The catalyst is C1(C)C=CC=CC=1.O1CCCC1.CCCCCCC. The product is [F:26][C:22]1[CH:21]=[C:20]([CH:25]=[CH:24][CH:23]=1)[CH2:19][O:18][C:15]1[CH:16]=[CH:17][C:12]([CH2:11][CH2:10][N:5]([CH2:6][CH:7]2[CH2:8][CH2:9]2)[CH2:4][C:3]([NH:32][CH2:30][CH3:31])=[O:2])=[CH:13][C:14]=1[O:27][CH3:28]. The yield is 0.480. (3) The reactants are [NH2:1][C@@:2]1([C:10]2[CH:15]=[CH:14][CH:13]=[CH:12][C:11]=2[F:16])[CH2:6][O:5][C@H:4]([CH3:7])[C@H:3]1[CH2:8][OH:9].C(N(CC)CC)C.[C:24](O[C:24]([O:26][C:27]([CH3:30])([CH3:29])[CH3:28])=[O:25])([O:26][C:27]([CH3:30])([CH3:29])[CH3:28])=[O:25].C([O-])(O)=O.[Na+]. The catalyst is C1COCC1.CCCCCC.CCOC(C)=O. The product is [C:27]([O:26][C:24](=[O:25])[NH:1][C@:2]1([C:10]2[CH:15]=[CH:14][CH:13]=[CH:12][C:11]=2[F:16])[C@H:3]([CH2:8][OH:9])[C@@H:4]([CH3:7])[O:5][CH2:6]1)([CH3:30])([CH3:29])[CH3:28]. The yield is 0.750. (4) The reactants are [Cl:1][C:2]1[N:3]=[C:4](Cl)[C:5]2[CH2:10][CH2:9][CH:8]([C:11]3[CH:16]=[CH:15][C:14]([F:17])=[CH:13][CH:12]=3)[C:6]=2[N:7]=1.[C:19]([O:23][C:24]([N:26]([CH:28]1[CH2:32][CH2:31][NH:30][CH2:29]1)[CH3:27])=[O:25])([CH3:22])([CH3:21])[CH3:20]. No catalyst specified. The product is [Cl:1][C:2]1[N:3]=[C:4]([N:30]2[CH2:31][CH2:32][CH:28]([N:26]([CH3:27])[C:24](=[O:25])[O:23][C:19]([CH3:20])([CH3:21])[CH3:22])[CH2:29]2)[C:5]2[CH2:10][CH2:9][CH:8]([C:11]3[CH:16]=[CH:15][C:14]([F:17])=[CH:13][CH:12]=3)[C:6]=2[N:7]=1. The yield is 0.940. (5) The reactants are [N+:1]([CH2:4][CH3:5])([O-:3])=[O:2].[O:6]1[CH2:11][CH2:10][CH:9]([CH:12]=[O:13])[CH2:8][CH2:7]1.C1COCC1.CC(C)([O-])C.[K+]. The catalyst is CCOC(C)=O.O.C(O)(C)(C)C. The product is [N+:1]([CH:4]([CH3:5])[CH:12]([CH:9]1[CH2:10][CH2:11][O:6][CH2:7][CH2:8]1)[OH:13])([O-:3])=[O:2]. The yield is 0.790. (6) The reactants are [OH:1][C:2]1[CH:3]=[C:4]([CH:10]=[CH:11][C:12]=1[OH:13])[CH:5](O)[C:6]([OH:8])=[O:7].[H][H].[CH3:16]O. The catalyst is Cl.[Pd]. The product is [CH3:16][O:8][C:6](=[O:7])[CH2:5][C:4]1[CH:10]=[CH:11][C:12]([OH:13])=[C:2]([OH:1])[CH:3]=1. The yield is 0.827.